This data is from Full USPTO retrosynthesis dataset with 1.9M reactions from patents (1976-2016). The task is: Predict the reactants needed to synthesize the given product. (1) Given the product [CH3:38][C:37]1[C:23]([CH3:22])=[CH:24][C:25]2[NH:29][C:28]([C:30]3[C:34]([NH:35][C:45](=[O:46])[CH2:44][N:39]4[CH:43]=[N:42][N:41]=[N:40]4)=[CH:33][NH:32][N:31]=3)=[N:27][C:26]=2[CH:36]=1, predict the reactants needed to synthesize it. The reactants are: Cl.CN(C)CCCN=C=NCC.C(N(C(C)C)CC)(C)C.[CH3:22][C:23]1[C:37]([CH3:38])=[CH:36][C:26]2[NH:27][C:28]([C:30]3[C:34]([NH2:35])=[CH:33][NH:32][N:31]=3)=[N:29][C:25]=2[CH:24]=1.[N:39]1([CH2:44][C:45](O)=[O:46])[CH:43]=[N:42][N:41]=[N:40]1. (2) Given the product [C:18]([O:22][C:23]([N:25]1[C:34]2[C:29](=[CH:30][CH:31]=[C:32]([CH2:35][CH2:36][O:37][C:38]3[CH:39]=[C:40]4[C:44](=[CH:45][CH:46]=3)[N:43]([C:6]([C:7]3[CH:8]=[N:9][CH:10]=[C:11]([S:13]([CH3:16])(=[O:14])=[O:15])[CH:12]=3)=[CH:5][C:4]([O:3][CH2:1][CH3:2])=[O:17])[CH:42]=[CH:41]4)[N:33]=2)[CH2:28][CH2:27][CH2:26]1)=[O:24])([CH3:21])([CH3:19])[CH3:20], predict the reactants needed to synthesize it. The reactants are: [CH2:1]([O:3][C:4](=[O:17])[C:5]#[C:6][C:7]1[CH:8]=[N:9][CH:10]=[C:11]([S:13]([CH3:16])(=[O:15])=[O:14])[CH:12]=1)[CH3:2].[C:18]([O:22][C:23]([N:25]1[C:34]2[C:29](=[CH:30][CH:31]=[C:32]([CH2:35][CH2:36][O:37][C:38]3[CH:39]=[C:40]4[C:44](=[CH:45][CH:46]=3)[NH:43][CH:42]=[CH:41]4)[N:33]=2)[CH2:28][CH2:27][CH2:26]1)=[O:24])([CH3:21])([CH3:20])[CH3:19]. (3) Given the product [Br:1][C:2]1[S:6][CH:5]=[C:4]([C:7]([OH:9])=[O:8])[C:3]=1[CH3:11], predict the reactants needed to synthesize it. The reactants are: [Br:1][C:2]1[S:6][CH:5]=[C:4]([C:7]([O:9]C)=[O:8])[C:3]=1[CH3:11].[OH-].[Na+]. (4) Given the product [C:2]([O:5][C:6]([N:8]1[CH2:11][C:10]2([CH2:12][N:13]([CH2:15][CH2:16][OH:19])[CH2:14]2)[CH2:9]1)=[O:7])([CH3:1])([CH3:3])[CH3:4], predict the reactants needed to synthesize it. The reactants are: [CH3:1][C:2]([O:5][C:6]([N:8]1[CH2:11][C:10]2([CH2:14][NH:13][CH2:12]2)[CH2:9]1)=[O:7])([CH3:4])[CH3:3].[CH3:15][C:16]([O:19]C(N1CC2(CNC2)C1)=O)(C)C.C(O)(C(O)=O)=O.BrCCO.C([O-])([O-])=O.[K+].[K+]. (5) Given the product [CH2:35]([O:42][C:43]1[N:44]=[N:45][C:46]([C:57]#[C:58][C:64]2[CH:63]=[CH:62][C:61]([CH3:67])=[C:60]([F:59])[CH:65]=2)=[CH:47][C:48]=1[O:49][CH2:50][C:51]1[CH:56]=[CH:55][CH:54]=[CH:53][CH:52]=1)[C:36]1[CH:37]=[CH:38][CH:39]=[CH:40][CH:41]=1, predict the reactants needed to synthesize it. The reactants are: C(OC1N=NC(C#CC2C=CC(C(F)(F)F)=CN=2)=CC=1OCC1C=CC=CC=1)C1C=CC=CC=1.[CH2:35]([O:42][C:43]1[N:44]=[N:45][C:46]([C:57]#[CH:58])=[CH:47][C:48]=1[O:49][CH2:50][C:51]1[CH:56]=[CH:55][CH:54]=[CH:53][CH:52]=1)[C:36]1[CH:41]=[CH:40][CH:39]=[CH:38][CH:37]=1.[F:59][C:60]1[CH:65]=[C:64](I)[CH:63]=[CH:62][C:61]=1[CH3:67].